This data is from Forward reaction prediction with 1.9M reactions from USPTO patents (1976-2016). The task is: Predict the product of the given reaction. (1) Given the reactants F[B-](F)(F)F.[N:6]1(OC(N(C)C)=[N+](C)C)C2C=CC=CC=2N=[N:7]1.[OH:23][C:24]([CH3:51])([CH3:50])[CH2:25][C@@:26]1([C:44]2[CH:49]=[CH:48][CH:47]=[CH:46][CH:45]=2)[O:31][C:30](=[O:32])[N:29]([C@H:33]([C:35]2[CH:43]=[CH:42][C:38]([C:39](O)=[O:40])=[CH:37][CH:36]=2)[CH3:34])[CH2:28][CH2:27]1.C(N(C(C)C)C(C)C)C.O.NN, predict the reaction product. The product is: [OH:23][C:24]([CH3:51])([CH3:50])[CH2:25][C@@:26]1([C:44]2[CH:49]=[CH:48][CH:47]=[CH:46][CH:45]=2)[O:31][C:30](=[O:32])[N:29]([C@H:33]([C:35]2[CH:43]=[CH:42][C:38]([C:39]([NH:6][NH2:7])=[O:40])=[CH:37][CH:36]=2)[CH3:34])[CH2:28][CH2:27]1. (2) Given the reactants Br[C:2]1[CH:7]=[CH:6][C:5]([C:8]2[N:9]=[C:10]([NH:13][C:14]3[CH:19]=[CH:18][CH:17]=[C:16]([CH3:20])[N:15]=3)[S:11][CH:12]=2)=[CH:4][CH:3]=1.[B:21]1([B:21]2[O:25][C:24]([CH3:27])([CH3:26])[C:23]([CH3:29])([CH3:28])[O:22]2)[O:25][C:24]([CH3:27])([CH3:26])[C:23]([CH3:29])([CH3:28])[O:22]1.C(O[K])(C)=O, predict the reaction product. The product is: [CH3:20][C:16]1[N:15]=[C:14]([NH:13][C:10]2[S:11][CH:12]=[C:8]([C:5]3[CH:6]=[CH:7][C:2]([B:21]4[O:25][C:24]([CH3:27])([CH3:26])[C:23]([CH3:29])([CH3:28])[O:22]4)=[CH:3][CH:4]=3)[N:9]=2)[CH:19]=[CH:18][CH:17]=1. (3) Given the reactants [F:1][C:2]([F:33])([F:32])[C:3]1[CH:8]=[CH:7][CH:6]=[CH:5][C:4]=1[CH2:9][CH2:10][C@@H:11]1[NH:16][CH2:15][CH2:14][N:13]([C:17]2[C:26]3[CH:25]=[C:24]([CH3:27])[S:23][C:22]=3[NH:21][C:20]3[CH:28]=[CH:29][CH:30]=[CH:31][C:19]=3[N:18]=2)[CH2:12]1.C=O.[C:36](O[BH-](OC(=O)C)OC(=O)C)(=O)C.[Na+], predict the reaction product. The product is: [F:33][C:2]([F:1])([F:32])[C:3]1[CH:8]=[CH:7][CH:6]=[CH:5][C:4]=1[CH2:9][CH2:10][C@@H:11]1[N:16]([CH3:36])[CH2:15][CH2:14][N:13]([C:17]2[C:26]3[CH:25]=[C:24]([CH3:27])[S:23][C:22]=3[NH:21][C:20]3[CH:28]=[CH:29][CH:30]=[CH:31][C:19]=3[N:18]=2)[CH2:12]1. (4) The product is: [F:1][C:2]1[CH:9]=[CH:8][C:5]([C:6]#[N:7])=[C:4]([O:10][CH2:14][C:15]([N:17]2[CH2:22][CH2:21][O:20][CH2:19][CH2:18]2)=[O:16])[CH:3]=1. Given the reactants [F:1][C:2]1[CH:9]=[CH:8][C:5]([C:6]#[N:7])=[C:4]([OH:10])[CH:3]=1.[H-].[Na+].Cl[CH2:14][C:15]([N:17]1[CH2:22][CH2:21][O:20][CH2:19][CH2:18]1)=[O:16], predict the reaction product. (5) The product is: [C:1]([O:4][C@H:5]([C:41]1[CH:46]=[CH:45][C:44]([F:47])=[CH:43][CH:42]=1)[CH2:6][CH2:7][C@H:8]1[C:11](=[O:12])[N:10]([C:13]2[CH:14]=[CH:15][C:16]([CH2:19][CH3:20])=[CH:17][CH:18]=2)[C@@H:9]1[C:21]1[CH:26]=[CH:25][C:24]([CH2:27][CH2:28][C:29]([CH2:36][O:37][C:38](=[O:40])[CH3:39])([OH:35])[CH2:30][O:31][C:32](=[O:34])[CH3:33])=[CH:23][CH:22]=1)(=[O:3])[CH3:2]. Given the reactants [C:1]([O:4][C@H:5]([C:41]1[CH:46]=[CH:45][C:44]([F:47])=[CH:43][CH:42]=1)[CH2:6][CH2:7][C@H:8]1[C:11](=[O:12])[N:10]([C:13]2[CH:18]=[CH:17][C:16]([CH:19]=[CH2:20])=[CH:15][CH:14]=2)[C@@H:9]1[C:21]1[CH:26]=[CH:25][C:24]([CH2:27][CH2:28][C:29]([CH2:36][O:37][C:38](=[O:40])[CH3:39])([OH:35])[CH2:30][O:31][C:32](=[O:34])[CH3:33])=[CH:23][CH:22]=1)(=[O:3])[CH3:2], predict the reaction product. (6) Given the reactants [CH2:1]([N:8]([CH2:20]/[C:21](/[CH3:24])=[CH:22]/[CH3:23])[C:9]([CH:11]1[C:14]2[CH:15]=[CH:16][CH:17]=[C:18]([Cl:19])[C:13]=2[CH2:12]1)=[O:10])[C:2]1[CH:7]=[CH:6][CH:5]=[CH:4][CH:3]=1, predict the reaction product. The product is: [CH2:1]([N:8]1[C:9](=[O:10])[C@H:11]2[C@@:21]([CH3:24])([C@@H:22]([CH3:23])[CH2:12][C:13]3[C:18]([Cl:19])=[CH:17][CH:16]=[CH:15][C:14]=32)[CH2:20]1)[C:2]1[CH:3]=[CH:4][CH:5]=[CH:6][CH:7]=1. (7) Given the reactants [Br:1][C:2]1[C:3]([CH3:9])=[CH:4][C:5](Cl)=[N:6][CH:7]=1.O.[NH2:11][NH2:12], predict the reaction product. The product is: [Br:1][C:2]1[C:3]([CH3:9])=[CH:4][C:5]([NH:11][NH2:12])=[N:6][CH:7]=1. (8) Given the reactants [CH3:1][C:2]1[CH:3]=[C:4]([NH:45][S:46]([CH3:49])(=[O:48])=[O:47])[CH:5]=[C:6]([C:8]2[C:16]3[C:15]([NH:17][C@H:18]([C:20]4[N:25]([C:26]5[CH:31]=[CH:30][CH:29]=[CH:28][CH:27]=5)[C:24](=[O:32])[C:23]5=[C:33]([CH3:36])[CH:34]=[CH:35][N:22]5[N:21]=4)[CH3:19])=[N:14][CH:13]=[N:12][C:11]=3[N:10](COCC[Si](C)(C)C)[CH:9]=2)[CH:7]=1.FC(F)(F)C(O)=O.N, predict the reaction product. The product is: [CH3:1][C:2]1[CH:3]=[C:4]([NH:45][S:46]([CH3:49])(=[O:48])=[O:47])[CH:5]=[C:6]([C:8]2[C:16]3[C:15]([NH:17][C@H:18]([C:20]4[N:25]([C:26]5[CH:27]=[CH:28][CH:29]=[CH:30][CH:31]=5)[C:24](=[O:32])[C:23]5=[C:33]([CH3:36])[CH:34]=[CH:35][N:22]5[N:21]=4)[CH3:19])=[N:14][CH:13]=[N:12][C:11]=3[NH:10][CH:9]=2)[CH:7]=1.